Dataset: Reaction yield outcomes from USPTO patents with 853,638 reactions. Task: Predict the reaction yield, written as a fraction of the theoretical maximum amount of product (1.0 means a 100% yield; for example, 0.34 means a 34% yield). (1) The reactants are [CH2:1](Cl)[C:2]1[CH:7]=[CH:6][CH:5]=[CH:4][CH:3]=1.C([O-])([O-])=O.[K+].[K+].[OH:15][C:16]1[CH:23]=[CH:22][C:19]([C:20]#[N:21])=[C:18]([CH3:24])[CH:17]=1. The catalyst is C(#N)C.O. The product is [CH2:1]([O:15][C:16]1[CH:23]=[CH:22][C:19]([C:20]#[N:21])=[C:18]([CH3:24])[CH:17]=1)[C:2]1[CH:7]=[CH:6][CH:5]=[CH:4][CH:3]=1. The yield is 0.526. (2) The reactants are FC(F)(F)C(O)=O.[CH2:8]([C@:11]1([CH2:22][CH2:23][NH:24][CH3:25])[C:19]2[C:14](=[CH:15][CH:16]=[C:17]([Cl:20])[CH:18]=2)[C:13](=[O:21])[NH:12]1)[CH:9]=[CH2:10].[C:34](O[C:34]([O:36][C:37]([CH3:40])([CH3:39])[CH3:38])=[O:35])([O:36][C:37]([CH3:40])([CH3:39])[CH3:38])=[O:35].C(N(CC)CC)C. The catalyst is C1COCC1. The product is [CH2:8]([C@:11]1([CH2:22][CH2:23][N:24]([CH3:25])[C:34](=[O:35])[O:36][C:37]([CH3:38])([CH3:39])[CH3:40])[C:19]2[C:14](=[CH:15][CH:16]=[C:17]([Cl:20])[CH:18]=2)[C:13](=[O:21])[NH:12]1)[CH:9]=[CH2:10]. The yield is 0.570.